From a dataset of NCI-60 drug combinations with 297,098 pairs across 59 cell lines. Regression. Given two drug SMILES strings and cell line genomic features, predict the synergy score measuring deviation from expected non-interaction effect. (1) Drug 1: CC1CC2CCC3C(=C)CC(O3)CCC45CC6C(O4)C7C(O6)C(O5)C8C(O7)CCC(O8)CC(=O)CC9C(CC(C1=C)O2)OC(C9OC)CC(CN)O.CS(=O)(=O)O. Drug 2: CC1C(C(CC(O1)OC2CC(CC3=C2C(=C4C(=C3O)C(=O)C5=C(C4=O)C(=CC=C5)OC)O)(C(=O)CO)O)N)O.Cl. Cell line: NCI-H226. Synergy scores: CSS=38.2, Synergy_ZIP=0.220, Synergy_Bliss=-3.05, Synergy_Loewe=-2.96, Synergy_HSA=-2.09. (2) Drug 1: CC1=C2C(C(=O)C3(C(CC4C(C3C(C(C2(C)C)(CC1OC(=O)C(C(C5=CC=CC=C5)NC(=O)OC(C)(C)C)O)O)OC(=O)C6=CC=CC=C6)(CO4)OC(=O)C)O)C)O. Drug 2: CCN(CC)CCNC(=O)C1=C(NC(=C1C)C=C2C3=C(C=CC(=C3)F)NC2=O)C. Cell line: SF-268. Synergy scores: CSS=22.4, Synergy_ZIP=0.0941, Synergy_Bliss=6.19, Synergy_Loewe=8.28, Synergy_HSA=8.73. (3) Drug 1: CCCS(=O)(=O)NC1=C(C(=C(C=C1)F)C(=O)C2=CNC3=C2C=C(C=N3)C4=CC=C(C=C4)Cl)F. Drug 2: CN1C(=O)N2C=NC(=C2N=N1)C(=O)N. Cell line: T-47D. Synergy scores: CSS=-3.07, Synergy_ZIP=2.81, Synergy_Bliss=3.08, Synergy_Loewe=-4.92, Synergy_HSA=-1.28.